From a dataset of Reaction yield outcomes from USPTO patents with 853,638 reactions. Predict the reaction yield, written as a fraction of the theoretical maximum amount of product (1.0 means a 100% yield; for example, 0.34 means a 34% yield). (1) The reactants are [Br:1][C:2]1[CH:7]=[CH:6][C:5]([OH:8])=[C:4]([N+:9]([O-:11])=[O:10])[CH:3]=1.C([O-])([O-])=O.[K+].[K+].[CH2:18](Cl)[C:19]1[CH:24]=[CH:23][CH:22]=[CH:21][CH:20]=1. The catalyst is CN(C=O)C. The product is [CH2:18]([O:8][C:5]1[CH:6]=[CH:7][C:2]([Br:1])=[CH:3][C:4]=1[N+:9]([O-:11])=[O:10])[C:19]1[CH:24]=[CH:23][CH:22]=[CH:21][CH:20]=1. The yield is 1.00. (2) The reactants are Br[C:2]1[C:11]2[C:6](=[C:7](Br)[CH:8]=[CH:9][C:10]=2[O:12][CH3:13])[C:5]([O:15][CH3:16])=[CH:4][CH:3]=1.[Li+].CC[CH2:20][CH2-:21].[CH2:22]([O:24][CH:25]([O:37][CH2:38][CH3:39])[CH2:26][S:27][S:27][CH2:26][CH:25]([O:37][CH2:38][CH3:39])[O:24][CH2:22][CH3:23])[CH3:23]. The catalyst is C1COCC1. The product is [CH3:16][O:15][C:5]1[C:6]2[C:11](=[C:10]([O:12][CH3:13])[CH:9]=[CH:8][C:7]=2[S:27][CH2:26][CH:25]([O:24][CH2:22][CH3:23])[O:37][CH2:38][CH3:39])[C:2]([S:27][CH2:26][CH:25]([O:37][CH2:20][CH3:21])[O:24][CH2:22][CH3:23])=[CH:3][CH:4]=1. The yield is 0.620. (3) The reactants are Br[C:2]1[CH:7]=[CH:6][C:5]([C:8]2([NH:11][C:12](=[O:22])[O:13][C@H:14]3[CH:19]4[CH2:20][CH2:21][N:16]([CH2:17][CH2:18]4)[CH2:15]3)[CH2:10][CH2:9]2)=[CH:4][CH:3]=1.[F:23][C:24]1[CH:29]=[C:28]([F:30])[CH:27]=[CH:26][C:25]=1B(O)O. The catalyst is CC([O-])=O.CC([O-])=O.[Pd+2]. The product is [F:23][C:24]1[CH:29]=[C:28]([F:30])[CH:27]=[CH:26][C:25]=1[C:2]1[CH:7]=[CH:6][C:5]([C:8]2([NH:11][C:12](=[O:22])[O:13][C@H:14]3[CH:19]4[CH2:20][CH2:21][N:16]([CH2:17][CH2:18]4)[CH2:15]3)[CH2:10][CH2:9]2)=[CH:4][CH:3]=1. The yield is 0.230. (4) The yield is 0.470. The product is [Cl:34][C:35]1[CH:40]=[C:39]([N:17]2[C:18]3[C:14](=[CH:13][C:12]([C:10]([N:7]4[CH2:8][CH2:9][N:4]([CH:1]([CH3:3])[CH3:2])[CH2:5][CH2:6]4)=[O:11])=[CH:20][CH:19]=3)[CH:15]=[C:16]2[C:21]([N:23]2[CH2:28][CH2:27][N:26]([C:29](=[O:33])[CH:30]([CH3:32])[CH3:31])[CH2:25][CH2:24]2)=[O:22])[CH:38]=[CH:37][CH:36]=1. The reactants are [CH:1]([N:4]1[CH2:9][CH2:8][N:7]([C:10]([C:12]2[CH:13]=[C:14]3[C:18](=[CH:19][CH:20]=2)[NH:17][C:16]([C:21]([N:23]2[CH2:28][CH2:27][N:26]([C:29](=[O:33])[CH:30]([CH3:32])[CH3:31])[CH2:25][CH2:24]2)=[O:22])=[CH:15]3)=[O:11])[CH2:6][CH2:5]1)([CH3:3])[CH3:2].[Cl:34][C:35]1[CH:36]=[C:37](B(O)O)[CH:38]=[CH:39][CH:40]=1. No catalyst specified. (5) The reactants are [OH-].[Na+].[CH:3]1([C:6]2[O:10][N:9]=[C:8]([C:11]([O:13]CC)=[O:12])[CH:7]=2)[CH2:5][CH2:4]1. The catalyst is O.CO. The product is [CH:3]1([C:6]2[O:10][N:9]=[C:8]([C:11]([OH:13])=[O:12])[CH:7]=2)[CH2:4][CH2:5]1. The yield is 0.930. (6) The reactants are [C:1]1([S:7]([N:10]2[CH:14]=[CH:13][CH:12]=[CH:11]2)(=[O:9])=[O:8])[CH:6]=[CH:5][CH:4]=[CH:3][CH:2]=1.[C:15]1([CH3:24])[CH:20]=[CH:19][C:18]([C:21](Cl)=[O:22])=[CH:17][CH:16]=1.B(F)(F)F.CCOCC. The catalyst is ClCCl. The product is [C:1]1([S:7]([N:10]2[CH:11]=[CH:12][CH:13]=[C:14]2[C:21]([C:18]2[CH:19]=[CH:20][C:15]([CH3:24])=[CH:16][CH:17]=2)=[O:22])(=[O:9])=[O:8])[CH:2]=[CH:3][CH:4]=[CH:5][CH:6]=1. The yield is 0.710.